This data is from Forward reaction prediction with 1.9M reactions from USPTO patents (1976-2016). The task is: Predict the product of the given reaction. Given the reactants [CH3:1][S:2][C:3]1[N:8]=[C:7]2[NH:9][N:10]=[C:11](O)[C:6]2=[CH:5][N:4]=1.P(Br)(Br)([Br:15])=O.[OH-].[NH4+], predict the reaction product. The product is: [Br:15][C:11]1[C:6]2[C:7](=[N:8][C:3]([S:2][CH3:1])=[N:4][CH:5]=2)[NH:9][N:10]=1.